Dataset: NCI-60 drug combinations with 297,098 pairs across 59 cell lines. Task: Regression. Given two drug SMILES strings and cell line genomic features, predict the synergy score measuring deviation from expected non-interaction effect. Drug 1: CC1C(C(=O)NC(C(=O)N2CCCC2C(=O)N(CC(=O)N(C(C(=O)O1)C(C)C)C)C)C(C)C)NC(=O)C3=C4C(=C(C=C3)C)OC5=C(C(=O)C(=C(C5=N4)C(=O)NC6C(OC(=O)C(N(C(=O)CN(C(=O)C7CCCN7C(=O)C(NC6=O)C(C)C)C)C)C(C)C)C)N)C. Drug 2: CC1C(C(CC(O1)OC2CC(OC(C2O)C)OC3=CC4=CC5=C(C(=O)C(C(C5)C(C(=O)C(C(C)O)O)OC)OC6CC(C(C(O6)C)O)OC7CC(C(C(O7)C)O)OC8CC(C(C(O8)C)O)(C)O)C(=C4C(=C3C)O)O)O)O. Cell line: OVCAR3. Synergy scores: CSS=37.9, Synergy_ZIP=-4.80, Synergy_Bliss=-5.42, Synergy_Loewe=-7.33, Synergy_HSA=-3.67.